This data is from Catalyst prediction with 721,799 reactions and 888 catalyst types from USPTO. The task is: Predict which catalyst facilitates the given reaction. Reactant: [CH3:1][O:2][C:3]1[CH:11]=[C:10]2[C:6]([CH2:7][CH2:8][NH:9]2)=[CH:5][C:4]=1[N+:12]([O-:14])=[O:13].C(=O)([O-])[O-].[K+].[K+].Br[CH2:22][C:23](Cl)=[O:24].[CH3:26][NH:27][CH3:28]. Product: [CH3:26][N:27]([CH3:28])[CH2:22][C:23]([N:9]1[C:10]2[C:6](=[CH:5][C:4]([N+:12]([O-:14])=[O:13])=[C:3]([O:2][CH3:1])[CH:11]=2)[CH2:7][CH2:8]1)=[O:24]. The catalyst class is: 56.